This data is from Reaction yield outcomes from USPTO patents with 853,638 reactions. The task is: Predict the reaction yield, written as a fraction of the theoretical maximum amount of product (1.0 means a 100% yield; for example, 0.34 means a 34% yield). (1) The reactants are C[O:2][C:3]1[CH:12]=[C:11]([CH3:13])[C:10]2[NH:9][C:8](=[O:14])[C:7]3[S:15][CH:16]=[CH:17][C:6]=3[C:5]=2[C:4]=1[C:18]1[CH:23]=[CH:22][C:21]([C@@H:24]([CH3:35])[CH2:25][N:26](C)C(=O)OC(C)(C)C)=[CH:20][CH:19]=1.B(Br)(Br)[Br:37]. No catalyst specified. The product is [BrH:37].[NH2:26][CH2:25][C@@H:24]([C:21]1[CH:20]=[CH:19][C:18]([C:4]2[C:5]3[C:6]4[CH:17]=[CH:16][S:15][C:7]=4[C:8](=[O:14])[NH:9][C:10]=3[C:11]([CH3:13])=[CH:12][C:3]=2[OH:2])=[CH:23][CH:22]=1)[CH3:35]. The yield is 0.730. (2) The reactants are [CH2:1]([O:3][C:4](=[O:24])[C:5]([OH:23])([C:19]([F:22])([F:21])[F:20])[CH2:6][C:7]([C:10]1[C:18]2[O:17][CH2:16][CH2:15][C:14]=2[CH:13]=[CH:12][CH:11]=1)([CH3:9])[CH3:8])[CH3:2].[Br:25]Br. The catalyst is C(O)(=O)C.C(=O)(O)[O-].[Na+]. The product is [CH2:1]([O:3][C:4](=[O:24])[C:5]([OH:23])([C:19]([F:21])([F:22])[F:20])[CH2:6][C:7]([C:10]1[C:18]2[O:17][CH2:16][CH2:15][C:14]=2[CH:13]=[C:12]([Br:25])[CH:11]=1)([CH3:9])[CH3:8])[CH3:2]. The yield is 0.950. (3) The reactants are [N:1]1([C:6]2[CH:11]=[CH:10][C:9](/[CH:12]=[CH:13]/[C:14]([C:16]3[CH:21]=[C:20]([Cl:22])[CH:19]=[C:18]([Cl:23])[CH:17]=3)=[O:15])=[CH:8][CH:7]=2)[CH:5]=[N:4][CH:3]=[N:2]1.[F:24][C:25]([Si](C)(C)C)([F:27])[F:26].[F-].C([N+](CCCC)(CCCC)CCCC)CCC.Cl. The catalyst is C1COCC1. The product is [N:1]1([C:6]2[CH:11]=[CH:10][C:9](/[CH:12]=[CH:13]/[C:14]([C:16]3[CH:17]=[C:18]([Cl:23])[CH:19]=[C:20]([Cl:22])[CH:21]=3)([OH:15])[C:25]([F:27])([F:26])[F:24])=[CH:8][CH:7]=2)[CH:5]=[N:4][CH:3]=[N:2]1. The yield is 0.250.